Dataset: Full USPTO retrosynthesis dataset with 1.9M reactions from patents (1976-2016). Task: Predict the reactants needed to synthesize the given product. (1) Given the product [OH:10][C:6]1[C:7](=[O:9])[CH:8]=[C:3]([CH2:2][NH:1][CH:13]=[C:14]2[C:23]3[C:18](=[CH:19][CH:20]=[C:21]([N:24]4[CH:28]=[CH:27][CH:26]=[CH:25]4)[CH:22]=3)[C:17](=[O:29])[NH:16][C:15]2=[O:30])[O:4][CH:5]=1, predict the reactants needed to synthesize it. The reactants are: [NH2:1][CH2:2][C:3]1[O:4][CH:5]=[C:6]([OH:10])[C:7](=[O:9])[CH:8]=1.CO[CH:13]=[C:14]1[C:23]2[C:18](=[CH:19][CH:20]=[C:21]([N:24]3[CH:28]=[CH:27][CH:26]=[CH:25]3)[CH:22]=2)[C:17](=[O:29])[NH:16][C:15]1=[O:30]. (2) Given the product [I:2][C:24]1[C:23]2[C:18](=[CH:19][CH:20]=[C:21]([C:25]3[CH:30]=[CH:29][C:28]([C:31]([F:34])([F:32])[F:33])=[CH:27][CH:26]=3)[CH:22]=2)[NH:17][C:16]=1[C:14]([O:13][CH2:11][CH3:12])=[O:15], predict the reactants needed to synthesize it. The reactants are: [Na+].[I-:2].ClN1C(=O)CCC1=O.[CH2:11]([O:13][C:14]([C:16]1[NH:17][C:18]2[C:23]([CH:24]=1)=[CH:22][C:21]([C:25]1[CH:30]=[CH:29][C:28]([C:31]([F:34])([F:33])[F:32])=[CH:27][CH:26]=1)=[CH:20][CH:19]=2)=[O:15])[CH3:12].FC(F)(F)C1C=CC(B(O)O)=CC=1.[O-]S([O-])(=S)=O.[Na+].[Na+]. (3) Given the product [C:11]([O:10][C:8](=[O:9])[NH:7][C:15]1[C:24]([Cl:25])=[CH:23][CH:22]=[C:21]2[C:16]=1[CH:17]=[CH:18][C:19]([N:28]1[CH2:33][CH2:32][O:31][CH2:30][CH2:29]1)=[N:20]2)([CH3:14])([CH3:13])[CH3:12], predict the reactants needed to synthesize it. The reactants are: CC(OC(=O)[N:7]([C:15]1[C:24]([Cl:25])=[CH:23][CH:22]=[C:21]2[C:16]=1[CH:17]=[CH:18][C:19](Cl)=[N:20]2)[C:8]([O:10][C:11]([CH3:14])([CH3:13])[CH3:12])=[O:9])(C)C.[NH:28]1[CH2:33][CH2:32][O:31][CH2:30][CH2:29]1. (4) Given the product [Cl:1][C:2]1[CH:7]=[CH:6][C:5]([O:8][C:14]2[CH:21]=[CH:20][C:17]([CH:18]=[O:19])=[CH:16][CH:15]=2)=[CH:4][C:3]=1[C:9]([F:10])([F:11])[F:12], predict the reactants needed to synthesize it. The reactants are: [Cl:1][C:2]1[CH:7]=[CH:6][C:5]([OH:8])=[CH:4][C:3]=1[C:9]([F:12])([F:11])[F:10].F[C:14]1[CH:21]=[CH:20][C:17]([CH:18]=[O:19])=[CH:16][CH:15]=1.